Task: Predict the reactants needed to synthesize the given product.. Dataset: Full USPTO retrosynthesis dataset with 1.9M reactions from patents (1976-2016) (1) Given the product [O:30]1[CH2:31][CH2:32][N:27]([C:25]([C:22]2[CH:23]=[CH:24][C:19]([C:16]3[CH:17]=[CH:18][C:13]4[N:14]([C:10]([C:9]#[C:8][C:6]5[CH:5]=[CH:4][N:3]=[C:2]([NH:33][C:34]6[CH:39]=[CH:38][CH:37]=[CH:36][CH:35]=6)[CH:7]=5)=[CH:11][N:12]=4)[N:15]=3)=[CH:20][CH:21]=2)=[O:26])[CH2:28][CH2:29]1, predict the reactants needed to synthesize it. The reactants are: Cl[C:2]1[CH:7]=[C:6]([C:8]#[C:9][C:10]2[N:14]3[N:15]=[C:16]([C:19]4[CH:24]=[CH:23][C:22]([C:25]([N:27]5[CH2:32][CH2:31][O:30][CH2:29][CH2:28]5)=[O:26])=[CH:21][CH:20]=4)[CH:17]=[CH:18][C:13]3=[N:12][CH:11]=2)[CH:5]=[CH:4][N:3]=1.[NH2:33][C:34]1[CH:39]=[CH:38][CH:37]=[CH:36][CH:35]=1. (2) Given the product [C:24]1([C@H:22]([NH:21][C:20]2[C:15]3[CH:14]=[C:13]([C:10]4[CH:11]=[CH:12][C:7]([CH2:6][NH:5][C:3](=[O:4])[CH2:2][N:31]5[CH2:36][CH2:35][CH2:34][CH2:33][CH2:32]5)=[CH:8][CH:9]=4)[NH:30][C:16]=3[N:17]=[CH:18][N:19]=2)[CH3:23])[CH:29]=[CH:28][CH:27]=[CH:26][CH:25]=1, predict the reactants needed to synthesize it. The reactants are: Cl[CH2:2][C:3]([NH:5][CH2:6][C:7]1[CH:12]=[CH:11][C:10]([C:13]2[NH:30][C:16]3[N:17]=[CH:18][N:19]=[C:20]([NH:21][C@@H:22]([C:24]4[CH:29]=[CH:28][CH:27]=[CH:26][CH:25]=4)[CH3:23])[C:15]=3[CH:14]=2)=[CH:9][CH:8]=1)=[O:4].[NH:31]1[CH2:36][CH2:35][CH2:34][CH2:33][CH2:32]1. (3) Given the product [Cl:10][C:11]1[CH:12]=[C:13]([C:18]2[CH:19]=[CH:20][C:21](/[C:24](/[CH3:31])=[CH:25]/[CH2:26][OH:27])=[CH:22][CH:23]=2)[CH:14]=[C:15]([Cl:17])[CH:16]=1, predict the reactants needed to synthesize it. The reactants are: CC(C[AlH]CC(C)C)C.[Cl:10][C:11]1[CH:12]=[C:13]([C:18]2[CH:23]=[CH:22][C:21](/[C:24](/[CH3:31])=[CH:25]/[C:26](OCC)=[O:27])=[CH:20][CH:19]=2)[CH:14]=[C:15]([Cl:17])[CH:16]=1.